Dataset: Experimentally validated miRNA-target interactions with 360,000+ pairs, plus equal number of negative samples. Task: Binary Classification. Given a miRNA mature sequence and a target amino acid sequence, predict their likelihood of interaction. Result: 0 (no interaction). The miRNA is hsa-miR-7157-3p with sequence UCUGUGCUACUGGAUGAAGAGU. The protein sequence of the target gene is MSSPQRRKAMPWALSLLLMGFQLLVTYAWCSEEEMGGNNKIVQDPMFLATVEFALNTFNVQSKEEHAYRLLRVLSSWREDSMDRKWRGKMVFSMNLQLRQTVCRKFEDDIDNCPFQESLELNNVRQGISFPQVHSCGCCMGCGVGTGAADKAIPRDKGK.